This data is from Forward reaction prediction with 1.9M reactions from USPTO patents (1976-2016). The task is: Predict the product of the given reaction. (1) Given the reactants [Br:1][C:2]1[C:3]([O:12]C)=[CH:4][C:5]([O:10]C)=[C:6]([CH:9]=1)[CH:7]=[O:8].B(Br)(Br)Br, predict the reaction product. The product is: [Br:1][C:2]1[C:3]([OH:12])=[CH:4][C:5]([OH:10])=[C:6]([CH:9]=1)[CH:7]=[O:8]. (2) Given the reactants [NH2:1][C:2]1[N:7]=[C:6]([N:8]2[CH2:29][CH2:28][C:11]3([CH2:15][N:14]([C:16]([O:18][C:19]([CH3:22])([CH3:21])[CH3:20])=[O:17])[C@H:13]([C:23]([O:25][CH2:26][CH3:27])=[O:24])[CH2:12]3)[CH2:10][CH2:9]2)[CH:5]=[C:4]([O:30][C@H:31]([C:36]2[CH:41]=[CH:40][C:39](Cl)=[CH:38][C:37]=2[C:43]2[CH:48]=[CH:47][CH:46]=[C:45]([S:49]([CH3:52])(=[O:51])=[O:50])[CH:44]=2)[C:32]([F:35])([F:34])[F:33])[N:3]=1.[CH2:53]([Sn](CCCC)(CCCC)C=CC)[CH2:54][CH2:55]C.[F-].[Cs+], predict the reaction product. The product is: [NH2:1][C:2]1[N:7]=[C:6]([N:8]2[CH2:29][CH2:28][C:11]3([CH2:15][N:14]([C:16]([O:18][C:19]([CH3:22])([CH3:21])[CH3:20])=[O:17])[C@H:13]([C:23]([O:25][CH2:26][CH3:27])=[O:24])[CH2:12]3)[CH2:10][CH2:9]2)[CH:5]=[C:4]([O:30][C@H:31]([C:36]2[CH:41]=[CH:40][C:39](/[CH:53]=[CH:54]/[CH3:55])=[CH:38][C:37]=2[C:43]2[CH:48]=[CH:47][CH:46]=[C:45]([S:49]([CH3:52])(=[O:51])=[O:50])[CH:44]=2)[C:32]([F:35])([F:34])[F:33])[N:3]=1. (3) Given the reactants BrC1C=CC=C(C#C)C=1.[NH2:10][C:11]1[N:15]([CH3:16])[C:14](=[O:17])[C:13]([C:28]2[CH:33]=[CH:32][CH:31]=[C:30]([Br:34])[CH:29]=2)([C:18]2[CH:23]=[CH:22][C:21]([O:24][CH:25]([F:27])[F:26])=[CH:20][CH:19]=2)[N:12]=1, predict the reaction product. The product is: [NH2:10][C:11]1[N:15]([CH3:16])[C:14](=[O:17])[C@:13]([C:28]2[CH:33]=[CH:32][CH:31]=[C:30]([Br:34])[CH:29]=2)([C:18]2[CH:23]=[CH:22][C:21]([O:24][CH:25]([F:27])[F:26])=[CH:20][CH:19]=2)[N:12]=1.